Dataset: Forward reaction prediction with 1.9M reactions from USPTO patents (1976-2016). Task: Predict the product of the given reaction. (1) Given the reactants [F:1][C:2]1[CH:10]=[CH:9][CH:8]=[C:7]([C:11]([F:14])([F:13])[F:12])[C:3]=1[C:4](Cl)=[O:5].[CH3:15][OH:16], predict the reaction product. The product is: [F:1][C:2]1[CH:10]=[CH:9][CH:8]=[C:7]([C:11]([F:14])([F:13])[F:12])[C:3]=1[C:4]([O:16][CH3:15])=[O:5]. (2) Given the reactants [N:1]1([C:5]2[N:10]=[C:9]([CH2:11][N:12]3[C@@H:16]([CH3:17])[C@@H:15]([C:18]4[CH:23]=[C:22]([C:24]([F:27])([F:26])[F:25])[CH:21]=[C:20]([C:28]([F:31])([F:30])[F:29])[CH:19]=4)[O:14][C:13]3=[O:32])[C:8](Br)=[CH:7][CH:6]=2)[CH2:4][CH2:3][CH2:2]1.[CH3:34][O:35][C:36]1[CH:41]=[CH:40][C:39]([N+:42]([O-:44])=[O:43])=[CH:38][C:37]=1B1OCC(C)(C)CO1.N#N.C([O-])([O-])=O.[K+].[K+], predict the reaction product. The product is: [N:1]1([C:5]2[N:10]=[C:9]([CH2:11][N:12]3[C@@H:16]([CH3:17])[C@@H:15]([C:18]4[CH:23]=[C:22]([C:24]([F:27])([F:26])[F:25])[CH:21]=[C:20]([C:28]([F:31])([F:30])[F:29])[CH:19]=4)[O:14][C:13]3=[O:32])[C:8]([C:37]3[CH:38]=[C:39]([N+:42]([O-:44])=[O:43])[CH:40]=[CH:41][C:36]=3[O:35][CH3:34])=[CH:7][CH:6]=2)[CH2:4][CH2:3][CH2:2]1. (3) Given the reactants [F:1][C:2]1[CH:7]=[CH:6][C:5]([C:8]2[N:9]=[C:10]([CH:19]3[CH2:24][CH2:23][NH:22][CH2:21][CH2:20]3)[O:11][C:12]=2[C:13]2[CH:18]=[CH:17][CH:16]=[CH:15][CH:14]=2)=[CH:4][CH:3]=1.ClC(Cl)(O[C:29](=[O:35])OC(Cl)(Cl)Cl)Cl.C(N(CC)CC)C.Cl.[CH3:45][NH:46][OH:47].Cl, predict the reaction product. The product is: [F:1][C:2]1[CH:7]=[CH:6][C:5]([C:8]2[N:9]=[C:10]([CH:19]3[CH2:24][CH2:23][N:22]([C:29](=[O:35])[N:46]([OH:47])[CH3:45])[CH2:21][CH2:20]3)[O:11][C:12]=2[C:13]2[CH:18]=[CH:17][CH:16]=[CH:15][CH:14]=2)=[CH:4][CH:3]=1. (4) Given the reactants [NH2:1][C:2]1[S:3]C2C(F)=CC=CC=2N=1.[F:12][C:13]1[C:19]([F:20])=[CH:18][CH:17]=[CH:16][C:14]=1[NH2:15].FC1C(F)=CC=C(F)C=1N, predict the reaction product. The product is: [NH2:1][C:2]1[S:3][C:16]2[CH:17]=[CH:18][C:19]([F:20])=[C:13]([F:12])[C:14]=2[N:15]=1. (5) Given the reactants Br[C:2]1[S:3][C:4]2[CH:10]=[C:9]([CH2:11][C:12]#[N:13])[CH:8]=[CH:7][C:5]=2[N:6]=1.[C@H:14]([NH2:18])([CH2:16][CH3:17])[CH3:15].CCOC(C)=O.CCCCCC, predict the reaction product. The product is: [C@H:14]([NH:18][C:2]1[S:3][C:4]2[CH:10]=[C:9]([CH2:11][C:12]#[N:13])[CH:8]=[CH:7][C:5]=2[N:6]=1)([CH2:16][CH3:17])[CH3:15]. (6) Given the reactants [C:1]1([NH2:8])[CH:6]=[CH:5][CH:4]=[CH:3][C:2]=1[NH2:7].N1C=CC=CC=1.Cl.N1C=CC=CC=1C(Cl)=[O:23], predict the reaction product. The product is: [N:7]1[CH:2]=[CH:3][CH:4]=[CH:5][C:6]=1[C:1]([NH2:8])=[O:23].